Task: Predict the reaction yield, written as a fraction of the theoretical maximum amount of product (1.0 means a 100% yield; for example, 0.34 means a 34% yield).. Dataset: Reaction yield outcomes from USPTO patents with 853,638 reactions The reactants are [CH2:1]([Zn]CC)C.CCCCCC.FC(F)(F)C(O)=O.ICI.[F:22][C:23]1[CH:28]=[CH:27][C:26]([C@@:29]([NH:51][S@:52]([C:54]([CH3:57])([CH3:56])[CH3:55])=[O:53])([C:37]2[CH:42]=[C:41]([O:43][C:44]([F:49])([F:48])[CH:45]([F:47])[F:46])[CH:40]=[C:39]([F:50])[CH:38]=2)[CH2:30][C:31]2[CH:36]=[CH:35][CH:34]=[CH:33][CH:32]=2)=[CH:25][C:24]=1[O:58][CH:59]=[CH2:60]. The catalyst is C(Cl)Cl. The product is [CH:59]1([O:58][C:24]2[CH:25]=[C:26]([C@@:29]([NH:51][S@:52]([C:54]([CH3:56])([CH3:55])[CH3:57])=[O:53])([C:37]3[CH:42]=[C:41]([O:43][C:44]([F:48])([F:49])[CH:45]([F:46])[F:47])[CH:40]=[C:39]([F:50])[CH:38]=3)[CH2:30][C:31]3[CH:36]=[CH:35][CH:34]=[CH:33][CH:32]=3)[CH:27]=[CH:28][C:23]=2[F:22])[CH2:1][CH2:60]1. The yield is 0.710.